Dataset: Peptide-MHC class I binding affinity with 185,985 pairs from IEDB/IMGT. Task: Regression. Given a peptide amino acid sequence and an MHC pseudo amino acid sequence, predict their binding affinity value. This is MHC class I binding data. (1) The peptide sequence is FPGCSFSIF. The MHC is HLA-B54:01 with pseudo-sequence HLA-B54:01. The binding affinity (normalized) is 0.611. (2) The peptide sequence is FPASHMATY. The MHC is HLA-B15:42 with pseudo-sequence HLA-B15:42. The binding affinity (normalized) is 0.213. (3) The peptide sequence is NIYSALMTL. The MHC is HLA-A02:01 with pseudo-sequence HLA-A02:01. The binding affinity (normalized) is 0.767. (4) The peptide sequence is CVDIPGIPK. The MHC is HLA-A33:01 with pseudo-sequence HLA-A33:01. The binding affinity (normalized) is 0.0256. (5) The peptide sequence is VLQQHSIAYG. The binding affinity (normalized) is 0.0390. The MHC is HLA-A01:01 with pseudo-sequence HLA-A01:01. (6) The MHC is HLA-A01:01 with pseudo-sequence HLA-A01:01. The binding affinity (normalized) is 0.0918. The peptide sequence is AVDLYHFLK. (7) The MHC is HLA-A02:03 with pseudo-sequence HLA-A02:03. The binding affinity (normalized) is 0.0847. The peptide sequence is KSVGVERTM. (8) The peptide sequence is ATVAYFNMVY. The MHC is HLA-A68:01 with pseudo-sequence HLA-A68:01. The binding affinity (normalized) is 0.417.